Dataset: Forward reaction prediction with 1.9M reactions from USPTO patents (1976-2016). Task: Predict the product of the given reaction. (1) The product is: [I:18][CH2:2][C:3]([N:5]1[CH2:10][CH2:9][N:8]([C:11]([O:13][C:14]([CH3:17])([CH3:16])[CH3:15])=[O:12])[CH2:7][CH2:6]1)=[O:4]. Given the reactants Cl[CH2:2][C:3]([N:5]1[CH2:10][CH2:9][N:8]([C:11]([O:13][C:14]([CH3:17])([CH3:16])[CH3:15])=[O:12])[CH2:7][CH2:6]1)=[O:4].[I-:18].[Na+], predict the reaction product. (2) Given the reactants [CH2:1]([O:5][C:6]([CH:8]1[CH:17](Br)[CH:16](OCC)[C:15]2[C:10](=[CH:11][CH:12]=[C:13]([C:22]([F:25])([F:24])[F:23])[CH:14]=2)[NH:9]1)=[O:7])[CH2:2][CH2:3][CH3:4].C1CCN2C(=NCCC2)CC1, predict the reaction product. The product is: [CH2:1]([O:5][C:6]([C:8]1[CH:17]=[CH:16][C:15]2[C:10](=[CH:11][CH:12]=[C:13]([C:22]([F:25])([F:23])[F:24])[CH:14]=2)[N:9]=1)=[O:7])[CH2:2][CH2:3][CH3:4].